This data is from Catalyst prediction with 721,799 reactions and 888 catalyst types from USPTO. The task is: Predict which catalyst facilitates the given reaction. (1) Reactant: [CH3:1][C:2]1([CH3:16])[C:7]2[CH:8]=[C:9](B(O)O)[CH:10]=[CH:11][C:6]=2[NH:5][C:4](=[O:15])[O:3]1.Br[C:18]1[CH:19]=[C:20]([CH:23]=[CH:24][CH:25]=1)[C:21]#[N:22].C(=O)([O-])[O-].[Na+].[Na+]. Product: [CH3:1][C:2]1([CH3:16])[O:3][C:4](=[O:15])[NH:5][C:6]2[CH:11]=[CH:10][C:9]([C:18]3[CH:19]=[C:20]([CH:23]=[CH:24][CH:25]=3)[C:21]#[N:22])=[CH:8][C:7]1=2. The catalyst class is: 108. (2) Reactant: [C:1]([NH:4][C@@H:5]([CH3:9])[C:6](O)=[O:7])(=[O:3])[CH3:2].Cl.[OH:11][C@H:12]1[CH2:16][NH:15][C@H:14]([C:17]([O:19][CH2:20][C:21]2[CH:26]=[CH:25][CH:24]=[CH:23][CH:22]=2)=[O:18])[CH2:13]1.CCN(C(C)C)C(C)C.CN(C(ON1N=NC2C=CC=NC1=2)=[N+](C)C)C.F[P-](F)(F)(F)(F)F.C(=O)(O)[O-].[Na+]. The catalyst class is: 3. Product: [C:1]([NH:4][C@@H:5]([CH3:9])[C:6]([N:15]1[CH2:16][C@H:12]([OH:11])[CH2:13][C@H:14]1[C:17]([O:19][CH2:20][C:21]1[CH:26]=[CH:25][CH:24]=[CH:23][CH:22]=1)=[O:18])=[O:7])(=[O:3])[CH3:2].